This data is from Catalyst prediction with 721,799 reactions and 888 catalyst types from USPTO. The task is: Predict which catalyst facilitates the given reaction. (1) Reactant: [N:1]1([C:6]2[CH:11]=[CH:10][C:9]([NH:12][C:13](=[O:20])OCC(Cl)(Cl)Cl)=[CH:8][CH:7]=2)[CH:5]=[CH:4][CH:3]=[N:2]1.[C:21]1([C:27]2[N:28]=[C:29]([N:32]3[CH2:37][CH2:36][NH:35][CH2:34][CH2:33]3)[S:30][CH:31]=2)[CH:26]=[CH:25][CH:24]=[CH:23][CH:22]=1.C(N(C(C)C)CC)(C)C.CS(C)=O. Product: [C:21]1([C:27]2[N:28]=[C:29]([N:32]3[CH2:37][CH2:36][N:35]([C:13]([NH:12][C:9]4[CH:8]=[CH:7][C:6]([N:1]5[CH:5]=[CH:4][CH:3]=[N:2]5)=[CH:11][CH:10]=4)=[O:20])[CH2:34][CH2:33]3)[S:30][CH:31]=2)[CH:22]=[CH:23][CH:24]=[CH:25][CH:26]=1. The catalyst class is: 6. (2) Reactant: Br[C:2]1[CH:3]=[CH:4][C:5]([N+:8]([O-:10])=[O:9])=[N:6][CH:7]=1.C(=O)([O-])[O-].[Cs+].[Cs+].[N+:17]([C:20]1[CH:21]=[C:22]([OH:26])[CH:23]=[CH:24][CH:25]=1)([O-:19])=[O:18]. Product: [N+:8]([C:5]1[CH:4]=[CH:3][C:2]([O:26][C:22]2[CH:23]=[CH:24][CH:25]=[C:20]([N+:17]([O-:19])=[O:18])[CH:21]=2)=[CH:7][N:6]=1)([O-:10])=[O:9]. The catalyst class is: 9. (3) Reactant: [NH2:1][CH:2]([CH2:7][C:8]1[CH:13]=[CH:12][C:11]([N+:14]([O-:16])=[O:15])=[CH:10][CH:9]=1)[C:3]([O:5][CH3:6])=[O:4].C([O-])([O-])=O.[K+].[K+].[Cl:23][C:24]1[CH:31]=[CH:30][CH:29]=[C:28]([Cl:32])[C:25]=1[CH2:26]Br. Product: [Cl:23][C:24]1[CH:31]=[CH:30][CH:29]=[C:28]([Cl:32])[C:25]=1[CH2:26][NH:1][CH:2]([CH2:7][C:8]1[CH:13]=[CH:12][C:11]([N+:14]([O-:16])=[O:15])=[CH:10][CH:9]=1)[C:3]([O:5][CH3:6])=[O:4]. The catalyst class is: 23.